From a dataset of Full USPTO retrosynthesis dataset with 1.9M reactions from patents (1976-2016). Predict the reactants needed to synthesize the given product. (1) Given the product [C:23]([C:21]1[CH:22]=[C:17]([NH:16][C:15]([NH:34][C:35]2[C:44]3[C:39](=[CH:40][CH:41]=[CH:42][CH:43]=3)[C:38]([O:45][C:46]3[CH:51]=[CH:50][N:49]=[C:48]([NH:52][C:53]4[CH:58]=[C:57]([O:59][CH2:60][CH2:61][O:62][CH2:63][CH2:64][O:65][CH2:66][CH2:67][O:68][CH3:69])[CH:56]=[C:55]([O:70][CH3:71])[CH:54]=4)[N:47]=3)=[CH:37][CH:36]=2)=[O:33])[C:18]([O:31][CH3:32])=[C:19]([CH:20]=1)[C:27]([NH:28][CH3:29])=[O:30])([CH3:24])([CH3:25])[CH3:26], predict the reactants needed to synthesize it. The reactants are: C(N(CC)CC)C.C1(O[C:15](=[O:33])[NH:16][C:17]2[CH:22]=[C:21]([C:23]([CH3:26])([CH3:25])[CH3:24])[CH:20]=[C:19]([C:27](=[O:30])[NH:28][CH3:29])[C:18]=2[O:31][CH3:32])C=CC=CC=1.[NH2:34][C:35]1[C:44]2[C:39](=[CH:40][CH:41]=[CH:42][CH:43]=2)[C:38]([O:45][C:46]2[CH:51]=[CH:50][N:49]=[C:48]([NH:52][C:53]3[CH:58]=[C:57]([O:59][CH2:60][CH2:61][O:62][CH2:63][CH2:64][O:65][CH2:66][CH2:67][O:68][CH3:69])[CH:56]=[C:55]([O:70][CH3:71])[CH:54]=3)[N:47]=2)=[CH:37][CH:36]=1. (2) Given the product [ClH:23].[CH2:21]([O:20][C:18]([NH:17][C:13]1[CH:12]=[C:11]([CH:16]=[CH:15][CH:14]=1)[CH2:10][CH2:9][NH2:8])=[O:19])[CH3:22], predict the reactants needed to synthesize it. The reactants are: C(OC([NH:8][CH2:9][CH2:10][C:11]1[CH:12]=[C:13]([NH:17][C:18]([O:20][CH2:21][CH3:22])=[O:19])[CH:14]=[CH:15][CH:16]=1)=O)(C)(C)C.[ClH:23]. (3) Given the product [Cl:7][C:8]1[CH:15]=[CH:14][C:11]([CH:12]([C:4]2[S:5][CH:6]=[C:2]([CH3:1])[N:3]=2)[OH:13])=[CH:10][CH:9]=1, predict the reactants needed to synthesize it. The reactants are: [CH3:1][C:2]1[N:3]=[CH:4][S:5][CH:6]=1.[Cl:7][C:8]1[CH:15]=[CH:14][C:11]([CH:12]=[O:13])=[CH:10][CH:9]=1.C(O)C.O. (4) The reactants are: C[O:2][C:3]([C:5]1[C:9]([NH:10][C:11]([C:13]2[O:14][C:15]([CH3:25])=[C:16]([CH2:18][N:19]3[CH2:24][CH2:23][O:22][CH2:21][CH2:20]3)[CH:17]=2)=[O:12])=[CH:8][NH:7][N:6]=1)=[O:4]. Given the product [CH3:25][C:15]1[O:14][C:13]([C:11]([NH:10][C:9]2[C:5]([C:3]([OH:4])=[O:2])=[N:6][NH:7][CH:8]=2)=[O:12])=[CH:17][C:16]=1[CH2:18][N:19]1[CH2:24][CH2:23][O:22][CH2:21][CH2:20]1, predict the reactants needed to synthesize it. (5) Given the product [CH3:1][C@@H:2]([NH2:9])[C:3]1[CH:8]=[CH:7][CH:6]=[CH:5][CH:4]=1.[CH2:17]([C@H:19]([N:23]1[CH2:27][CH2:26][CH2:25][C:24]1=[O:28])[C:20]([OH:22])=[O:21])[CH3:18], predict the reactants needed to synthesize it. The reactants are: [CH3:1][C@@H:2]([NH2:9])[C:3]1[CH:8]=[CH:7][CH:6]=[CH:5][CH:4]=1.C(N(CC)CC)C.[CH2:17]([CH:19]([N:23]1[CH2:27][CH2:26][CH2:25][C:24]1=[O:28])[C:20]([OH:22])=[O:21])[CH3:18].